Dataset: Forward reaction prediction with 1.9M reactions from USPTO patents (1976-2016). Task: Predict the product of the given reaction. (1) Given the reactants [NH2:1][C:2]1[CH:3]=[C:4]([NH:10][C:11](=[O:26])/[CH:12]=[CH:13]/[C:14]2[C:19]([O:20][CH3:21])=[CH:18][C:17]([O:22][CH3:23])=[CH:16][C:15]=2[O:24][CH3:25])[CH:5]=[CH:6][C:7]=1[O:8][CH3:9].[H][H], predict the reaction product. The product is: [NH2:1][C:2]1[CH:3]=[C:4]([NH:10][C:11](=[O:26])[CH2:12][CH2:13][C:14]2[C:19]([O:20][CH3:21])=[CH:18][C:17]([O:22][CH3:23])=[CH:16][C:15]=2[O:24][CH3:25])[CH:5]=[CH:6][C:7]=1[O:8][CH3:9]. (2) Given the reactants [CH3:1]CCP(=O)=O.C[C:8]1[CH:13]=[CH:12][C:11]([NH:14][C:15]2[N:20]=[C:19]([C:21]3[CH:22]=[N:23][CH:24]=[CH:25][CH:26]=3)[CH:18]=[CH:17][N:16]=2)=[CH:10][C:9]=1[NH2:27].[CH2:28]([N:30]([CH2:44][CH3:45])[C:31]1[CH:39]=[CH:38][C:34]([C:35](O)=[O:36])=[CH:33][C:32]=1[C:40]([F:43])([F:42])[F:41])[CH3:29].C(N(CC)CC)C.C(=O)([O-])O.[Na+], predict the reaction product. The product is: [CH2:28]([N:30]([CH2:44][CH3:45])[C:31]1[CH:39]=[CH:38][C:34]([C:35]([NH:27][C:9]2[CH:8]=[CH:13][C:12]([CH3:1])=[C:11]([NH:14][C:15]3[N:20]=[C:19]([C:21]4[CH:22]=[N:23][CH:24]=[CH:25][CH:26]=4)[CH:18]=[CH:17][N:16]=3)[CH:10]=2)=[O:36])=[CH:33][C:32]=1[C:40]([F:43])([F:42])[F:41])[CH3:29]. (3) Given the reactants C(OC(=O)[NH:7][C:8]1[CH:13]=[C:12]([N:14]([CH3:18])[CH2:15][CH2:16][CH3:17])[C:11]([C:19]([F:22])([F:21])[F:20])=[CH:10][C:9]=1[NH:23][C:24](=[O:42])[CH2:25][C:26]([C:28]1[CH:33]=[CH:32][CH:31]=[C:30]([C:34]2[CH:39]=[C:38]([CH3:40])[N:37]=[C:36]([CH3:41])[CH:35]=2)[CH:29]=1)=O)(C)(C)C.C(O)(C(F)(F)F)=O, predict the reaction product. The product is: [CH3:41][C:36]1[CH:35]=[C:34]([C:30]2[CH:29]=[C:28]([C:26]3[CH2:25][C:24](=[O:42])[NH:23][C:9]4[CH:10]=[C:11]([C:19]([F:21])([F:22])[F:20])[C:12]([N:14]([CH3:18])[CH2:15][CH2:16][CH3:17])=[CH:13][C:8]=4[N:7]=3)[CH:33]=[CH:32][CH:31]=2)[CH:39]=[C:38]([CH3:40])[N:37]=1. (4) Given the reactants Cl.[CH:2]1([CH2:5][O:6][C:7]2[CH:15]=[CH:14][C:10]3[O:11][CH2:12][O:13][C:9]=3[C:8]=2[C:16]2[CH:21]=[CH:20][N:19]=[C:18]3[C:22]([C:26]([NH:28][CH:29]4[CH2:34][CH2:33][NH:32][CH2:31][CH2:30]4)=[O:27])=[C:23]([CH3:25])[NH:24][C:17]=23)[CH2:4][CH2:3]1.C([O:38][C@@H:39]([CH3:43])[C:40](Cl)=[O:41])(=O)C, predict the reaction product. The product is: [CH:2]1([CH2:5][O:6][C:7]2[CH:15]=[CH:14][C:10]3[O:11][CH2:12][O:13][C:9]=3[C:8]=2[C:16]2[CH:21]=[CH:20][N:19]=[C:18]3[C:22]([C:26]([NH:28][CH:29]4[CH2:30][CH2:31][N:32]([C:40](=[O:41])[C@@H:39]([OH:38])[CH3:43])[CH2:33][CH2:34]4)=[O:27])=[C:23]([CH3:25])[NH:24][C:17]=23)[CH2:4][CH2:3]1.